This data is from Full USPTO retrosynthesis dataset with 1.9M reactions from patents (1976-2016). The task is: Predict the reactants needed to synthesize the given product. (1) Given the product [CH3:2][O:3][C:4]1[C:9]([C:10]([NH:17][CH3:16])=[O:11])=[C:8]([CH3:13])[N:7]=[C:6]([O:14][CH3:15])[CH:5]=1, predict the reactants needed to synthesize it. The reactants are: Cl.[CH3:2][O:3][C:4]1[C:9]([C:10](Cl)=[O:11])=[C:8]([CH3:13])[N:7]=[C:6]([O:14][CH3:15])[CH:5]=1.[CH3:16][NH2:17]. (2) Given the product [NH2:1][C:4]1[CH:47]=[CH:46][C:7]([O:8][C:9]2[C:10]([F:45])=[C:11]([F:44])[C:12]([C:17]3[C:22]([F:23])=[C:21]([F:24])[C:20]([O:25][C:26]4[CH:27]=[CH:28][C:29]([C:32]([OH:34])=[O:33])=[CH:30][CH:31]=4)=[C:19]([F:42])[C:18]=3[F:43])=[C:13]([F:16])[C:14]=2[F:15])=[CH:6][C:5]=1[OH:48], predict the reactants needed to synthesize it. The reactants are: [N+:1]([C:4]1[CH:47]=[CH:46][C:7]([O:8][C:9]2[C:14]([F:15])=[C:13]([F:16])[C:12]([C:17]3[C:22]([F:23])=[C:21]([F:24])[C:20]([O:25][C:26]4[CH:31]=[CH:30][C:29]([C:32]([O:34]CC5C=CC=CC=5)=[O:33])=[CH:28][CH:27]=4)=[C:19]([F:42])[C:18]=3[F:43])=[C:11]([F:44])[C:10]=2[F:45])=[CH:6][C:5]=1[O:48]CC1C=CC=CC=1)([O-])=O.[H][H]. (3) Given the product [CH2:1]([C@H:8]1[CH2:13][CH2:12][N:11]([CH2:14][CH2:15][S:16]([C:19]2[CH:24]=[CH:23][C:22]([O:25][C:27](=[O:33])[CH2:28][CH2:29][C:30]([OH:32])=[O:31])=[CH:21][CH:20]=2)(=[O:18])=[O:17])[CH2:10][C@H:9]1[OH:26])[C:2]1[CH:7]=[CH:6][CH:5]=[CH:4][CH:3]=1, predict the reactants needed to synthesize it. The reactants are: [CH2:1]([C@H:8]1[CH2:13][CH2:12][N:11]([CH2:14][CH2:15][S:16]([C:19]2[CH:24]=[CH:23][C:22]([OH:25])=[CH:21][CH:20]=2)(=[O:18])=[O:17])[CH2:10][C@H:9]1[OH:26])[C:2]1[CH:7]=[CH:6][CH:5]=[CH:4][CH:3]=1.[C:27](O)(=[O:33])[CH2:28][CH2:29][C:30]([OH:32])=[O:31].CN(C1C=CC=CN=1)C. (4) Given the product [F:37][B-:36]([F:40])([F:39])[F:38].[CH3:12][C:13]1[CH:14]=[CH:15][C:16]([CH3:19])=[CH:17][C:18]=1[S+:3]([CH2:2][F:1])[C:5]1[CH:10]=[CH:9][C:8]([CH3:11])=[CH:7][CH:6]=1, predict the reactants needed to synthesize it. The reactants are: [F:1][CH2:2][S:3]([C:5]1[CH:10]=[CH:9][C:8]([CH3:11])=[CH:7][CH:6]=1)=O.[CH3:12][C:13]1[CH:14]=[CH:15][C:16]([CH3:19])=[CH:17][CH:18]=1.FC(F)(F)S(OS(C(F)(F)F)(=O)=O)(=O)=O.[H+].[B-:36]([F:40])([F:39])([F:38])[F:37]. (5) Given the product [NH2:8][C:5]1[N:6]=[CH:7][C:2]([C:25]2[CH:24]=[C:23]([CH:28]=[CH:27][CH:26]=2)[C:22]([NH:21][CH2:20][CH2:19][N:18]([CH3:39])[CH3:17])=[O:38])=[N:3][C:4]=1[C:9]1[CH:14]=[CH:13][CH:12]=[CH:11][C:10]=1[O:15][CH3:16], predict the reactants needed to synthesize it. The reactants are: Br[C:2]1[N:3]=[C:4]([C:9]2[CH:14]=[CH:13][CH:12]=[CH:11][C:10]=2[O:15][CH3:16])[C:5]([NH2:8])=[N:6][CH:7]=1.[CH3:17][N:18]([CH3:39])[CH2:19][CH2:20][NH:21][C:22](=[O:38])[C:23]1[CH:28]=[CH:27][CH:26]=[C:25](B2OC(C)(C)C(C)(C)O2)[CH:24]=1.C1(P(C2C=CC=CC=2)C2C=CC=CC=2)C=CC=CC=1.C(=O)([O-])[O-].[Na+].[Na+]. (6) Given the product [Br:7][C:8]1[CH:9]=[C:4]2[CH:3]=[N:2][NH:1][C:5]2=[N:6][CH:11]=1.[Br:7][C:8]1[CH:9]=[N:6][C:5]2[N:1]([N:2]=[CH:3][CH:4]=2)[CH:11]=1, predict the reactants needed to synthesize it. The reactants are: [NH:1]1[C:5]([NH2:6])=[CH:4][CH:3]=[N:2]1.[Br:7][CH:8]([CH:11]=O)[CH:9]=O.C(O)C. (7) Given the product [CH3:16][N:15]([CH3:17])[C:6]1([C:9]2[CH:10]=[CH:11][CH:12]=[CH:13][CH:14]=2)[CH2:5][CH2:4][CH:3]([CH2:2][NH:1][C:25]([NH:26][CH:27]([CH3:38])[CH2:28][C:29]2[C:37]3[C:32](=[CH:33][CH:34]=[CH:35][CH:36]=3)[NH:31][CH:30]=2)=[O:24])[CH2:8][CH2:7]1, predict the reactants needed to synthesize it. The reactants are: [NH2:1][CH2:2][CH:3]1[CH2:8][CH2:7][C:6]([N:15]([CH3:17])[CH3:16])([C:9]2[CH:14]=[CH:13][CH:12]=[CH:11][CH:10]=2)[CH2:5][CH2:4]1.C1([O:24][C:25](=O)[NH:26][CH:27]([CH3:38])[CH2:28][C:29]2[C:37]3[C:32](=[CH:33][CH:34]=[CH:35][CH:36]=3)[NH:31][CH:30]=2)C=CC=CC=1.